This data is from Catalyst prediction with 721,799 reactions and 888 catalyst types from USPTO. The task is: Predict which catalyst facilitates the given reaction. (1) Reactant: S(Cl)(Cl)=O.Cl.[S:6]1[C:14]2[CH2:13][CH2:12][NH:11][CH2:10][C:9]=2[CH:8]=[C:7]1[C:15]([OH:17])=[O:16].[CH2:18](N(CC)CC)C.[CH3:25][C:26]([O:29][C:30](O[C:30]([O:29][C:26]([CH3:28])([CH3:27])[CH3:25])=[O:31])=[O:31])([CH3:28])[CH3:27]. Product: [S:6]1[C:14]2[CH2:13][CH2:12][N:11]([C:30]([O:29][C:26]([CH3:28])([CH3:27])[CH3:25])=[O:31])[CH2:10][C:9]=2[CH:8]=[C:7]1[C:15]([O:17][CH3:18])=[O:16]. The catalyst class is: 100. (2) Reactant: F[C:2]1[CH:10]=[CH:9][C:5]([C:6]([OH:8])=[O:7])=[CH:4][C:3]=1[N+:11]([O-:13])=[O:12].[CH3:14][NH2:15]. Product: [CH3:14][NH:15][C:2]1[CH:10]=[CH:9][C:5]([C:6]([OH:8])=[O:7])=[CH:4][C:3]=1[N+:11]([O-:13])=[O:12]. The catalyst class is: 18.